This data is from Forward reaction prediction with 1.9M reactions from USPTO patents (1976-2016). The task is: Predict the product of the given reaction. (1) Given the reactants Br[C:2]1[CH:3]=[C:4]2[C:8](=[CH:9][CH:10]=1)[N:7]([CH2:11][CH2:12][N:13]1[CH2:17][CH2:16][CH2:15][CH2:14]1)[N:6]=[CH:5]2.[CH2:18]([O:25][C:26]1[CH:31]=[CH:30][NH:29][C:28](=[O:32])[CH:27]=1)[C:19]1[CH:24]=[CH:23][CH:22]=[CH:21][CH:20]=1.N[C@@H]1CCCC[C@H]1N.C([O-])([O-])=O.[K+].[K+], predict the reaction product. The product is: [CH2:18]([O:25][C:26]1[CH:31]=[CH:30][N:29]([C:2]2[CH:3]=[C:4]3[C:8](=[CH:9][CH:10]=2)[N:7]([CH2:11][CH2:12][N:13]2[CH2:17][CH2:16][CH2:15][CH2:14]2)[N:6]=[CH:5]3)[C:28](=[O:32])[CH:27]=1)[C:19]1[CH:20]=[CH:21][CH:22]=[CH:23][CH:24]=1. (2) Given the reactants [F:1][C:2]1[CH:3]=[C:4]([C@:8]([NH:23][S@](C(C)(C)C)=O)([CH2:10][C:11]([CH:13]2[C:18](=[O:19])[N:17]([CH3:20])[C:16](=[O:21])[NH:15][C:14]2=[O:22])=[O:12])[CH3:9])[CH:5]=[CH:6][CH:7]=1.O=S(Cl)[Cl:32], predict the reaction product. The product is: [ClH:32].[NH2:23][C@:8]([C:4]1[CH:5]=[CH:6][CH:7]=[C:2]([F:1])[CH:3]=1)([CH3:9])[CH2:10][C:11]([CH:13]1[C:18](=[O:19])[N:17]([CH3:20])[C:16](=[O:21])[NH:15][C:14]1=[O:22])=[O:12]. (3) Given the reactants [C:1]([O:5][C:6]([NH:8][C:9]1[CH:14]=[CH:13][C:12]([NH:15][C:16]([O:18][C:19]([CH3:22])([CH3:21])[CH3:20])=[O:17])=[CH:11][C:10]=1Br)=[O:7])([CH3:4])([CH3:3])[CH3:2].C([Li])(C)(C)C.CN(C)[CH:31]=[O:32].CCOCC, predict the reaction product. The product is: [C:1]([O:5][C:6](=[O:7])[NH:8][C:9]1[CH:14]=[CH:13][C:12]([NH:15][C:16]([O:18][C:19]([CH3:22])([CH3:21])[CH3:20])=[O:17])=[CH:11][C:10]=1[CH:31]=[O:32])([CH3:4])([CH3:3])[CH3:2]. (4) Given the reactants [CH:1]1([N:4]2[C:12]3[C:7](=[N:8][CH:9]=[CH:10][N:11]=3)[N:6]([C@H:13]3[CH2:16][C@H:15]([NH:17][C:18]4[S:19][C:20]([C:23]([O:25]C)=[O:24])=[CH:21][N:22]=4)[CH2:14]3)[C:5]2=[O:27])[CH2:3][CH2:2]1.[OH-].[Na+], predict the reaction product. The product is: [CH:1]1([N:4]2[C:12]3[C:7](=[N:8][CH:9]=[CH:10][N:11]=3)[N:6]([C@H:13]3[CH2:16][C@H:15]([NH:17][C:18]4[S:19][C:20]([C:23]([OH:25])=[O:24])=[CH:21][N:22]=4)[CH2:14]3)[C:5]2=[O:27])[CH2:2][CH2:3]1. (5) Given the reactants Cl[C:2]1[C:3]([N:12]2[CH2:17][CH2:16][N:15]([C:18]([NH:20][C:21]3[CH:26]=[CH:25][CH:24]=[C:23]([F:27])[CH:22]=3)=[O:19])[CH2:14][CH:13]2[C:28]2[CH:33]=[CH:32][CH:31]=[CH:30][CH:29]=2)=[N:4][C:5]2[C:10]([N:11]=1)=[CH:9][CH:8]=[CH:7][CH:6]=2, predict the reaction product. The product is: [F:27][C:23]1[CH:22]=[C:21]([NH:20][C:18]([N:15]2[CH2:16][CH2:17][N:12]([C:3]3[CH:2]=[N:11][C:10]4[C:5](=[CH:6][CH:7]=[CH:8][CH:9]=4)[N:4]=3)[CH:13]([C:28]3[CH:29]=[CH:30][CH:31]=[CH:32][CH:33]=3)[CH2:14]2)=[O:19])[CH:26]=[CH:25][CH:24]=1.